This data is from Catalyst prediction with 721,799 reactions and 888 catalyst types from USPTO. The task is: Predict which catalyst facilitates the given reaction. Reactant: [NH2:1][C:2]1[C:11]2[C:6](=[N:7][C:8]([C:19]3[CH:24]=[CH:23][C:22]([Cl:25])=[CH:21][C:20]=3[Cl:26])=[C:9]([C:12]3[CH:17]=[CH:16][C:15]([Cl:18])=[CH:14][CH:13]=3)[CH:10]=2)[N:5]([CH3:27])[C:4](=[O:28])[C:3]=1[C:29]#[N:30].[C:31](Cl)(=[O:33])[CH3:32].C(N([CH2:40][CH3:41])CC)C.CN(C=[O:46])C. Product: [C:31]([N:1]([C:2]1[C:11]2[C:6](=[N:7][C:8]([C:19]3[CH:24]=[CH:23][C:22]([Cl:25])=[CH:21][C:20]=3[Cl:26])=[C:9]([C:12]3[CH:13]=[CH:14][C:15]([Cl:18])=[CH:16][CH:17]=3)[CH:10]=2)[N:5]([CH3:27])[C:4](=[O:28])[C:3]=1[C:29]#[N:30])[C:40](=[O:46])[CH3:41])(=[O:33])[CH3:32]. The catalyst class is: 49.